From a dataset of Full USPTO retrosynthesis dataset with 1.9M reactions from patents (1976-2016). Predict the reactants needed to synthesize the given product. (1) Given the product [O:34]=[S:25]1(=[O:33])[C:26]2[CH:32]=[CH:31][CH:30]=[CH:29][C:27]=2[NH:28][C:23]([C:14]2[C:13](=[O:35])[N:12]([NH:11][CH:2]3[CH2:3][CH2:4][C:5]4[C:10](=[CH:9][CH:8]=[CH:7][CH:6]=4)[CH2:1]3)[C:21]3[C:16]([C:15]=2[OH:22])=[CH:17][CH:18]=[CH:19][CH:20]=3)=[N:24]1, predict the reactants needed to synthesize it. The reactants are: [CH2:1]1[C:10]2[C:5](=[CH:6][CH:7]=[CH:8][CH:9]=2)[CH2:4][CH2:3][C:2]1=[N:11][N:12]1[C:21]2[C:16](=[CH:17][CH:18]=[CH:19][CH:20]=2)[C:15]([OH:22])=[C:14]([C:23]2[NH:28][C:27]3[CH:29]=[CH:30][CH:31]=[CH:32][C:26]=3[S:25](=[O:34])(=[O:33])[N:24]=2)[C:13]1=[O:35].CO.[BH4-].[Li+].Cl. (2) Given the product [NH2:2][CH2:1][C:3]1[CH:4]=[C:5]([NH:9][C:10](=[O:14])[CH:11]([CH3:12])[CH3:13])[CH:6]=[CH:7][CH:8]=1, predict the reactants needed to synthesize it. The reactants are: [C:1]([C:3]1[CH:4]=[C:5]([NH:9][C:10](=[O:14])[CH:11]([CH3:13])[CH3:12])[CH:6]=[CH:7][CH:8]=1)#[N:2].[H][H]. (3) Given the product [CH3:36][C:26]1[CH:25]=[C:22]([C:23]2[NH:6][C:4](=[O:5])[C:3]3[C:7]([O:15][CH:16]([CH3:18])[CH3:17])=[CH:8][C:9]([O:11][CH:12]([CH3:13])[CH3:14])=[N:10][C:2]=3[N:1]=2)[CH:21]=[C:20]([CH3:19])[C:27]=1[O:28][CH2:29][CH2:30][N:31]1[CH2:35][CH2:34][CH2:33][CH2:32]1, predict the reactants needed to synthesize it. The reactants are: [NH2:1][C:2]1[N:10]=[C:9]([O:11][CH:12]([CH3:14])[CH3:13])[CH:8]=[C:7]([O:15][CH:16]([CH3:18])[CH3:17])[C:3]=1[C:4]([NH2:6])=[O:5].[CH3:19][C:20]1[CH:21]=[C:22]([CH:25]=[C:26]([CH3:36])[C:27]=1[O:28][CH2:29][CH2:30][N:31]1[CH2:35][CH2:34][CH2:33][CH2:32]1)[CH:23]=O.OS([O-])=O.[Na+].CC1C=CC(S(O)(=O)=O)=CC=1.Cl.